Dataset: Full USPTO retrosynthesis dataset with 1.9M reactions from patents (1976-2016). Task: Predict the reactants needed to synthesize the given product. (1) Given the product [ClH:1].[Cl:1][C:2]1[C:3]([NH:32][S:33]([C:36]2[CH:41]=[CH:40][C:39]([F:42])=[CH:38][C:37]=2[F:43])(=[O:34])=[O:35])=[CH:4][C:5]([C:8]2[CH:9]=[CH:10][C:11]3[N:12]=[CH:13][N:14]=[C:15]([NH:18][CH:19]4[CH2:24][CH2:23][NH:22][CH2:21][CH2:20]4)[C:16]=3[N:17]=2)=[CH:6][N:7]=1, predict the reactants needed to synthesize it. The reactants are: [Cl:1][C:2]1[N:7]=[CH:6][C:5]([C:8]2[CH:9]=[CH:10][C:11]3[N:12]=[CH:13][N:14]=[C:15]([NH:18][CH:19]4[CH2:24][CH2:23][N:22](C(OC(C)(C)C)=O)[CH2:21][CH2:20]4)[C:16]=3[N:17]=2)=[CH:4][C:3]=1[NH:32][S:33]([C:36]1[CH:41]=[CH:40][C:39]([F:42])=[CH:38][C:37]=1[F:43])(=[O:35])=[O:34].Cl. (2) Given the product [CH3:1][O:2][C:3]([C:5]1[O:23][C:8]2=[N:9][CH:10]=[CH:11][C:12]([O:13][C:14]3[CH:19]=[CH:18][C:17]([NH2:20])=[CH:16][CH:15]=3)=[C:7]2[CH:6]=1)=[O:4], predict the reactants needed to synthesize it. The reactants are: [CH3:1][O:2][C:3]([C:5]1[O:23][C:8]2=[N:9][CH:10]=[CH:11][C:12]([O:13][C:14]3[CH:19]=[CH:18][C:17]([N+:20]([O-])=O)=[CH:16][CH:15]=3)=[C:7]2[CH:6]=1)=[O:4]. (3) The reactants are: N#N.[N+:3]([C:6]1[CH:10]=[N:9][N:8]([CH2:11][C:12]2[O:13][CH:14]=[C:15]([C:17](=[O:19])[CH3:18])[N:16]=2)[N:7]=1)([O-])=O.[NH4+].[Cl-]. Given the product [NH2:3][C:6]1[CH:10]=[N:9][N:8]([CH2:11][C:12]2[O:13][CH:14]=[C:15]([C:17](=[O:19])[CH3:18])[N:16]=2)[N:7]=1, predict the reactants needed to synthesize it. (4) Given the product [CH3:16][C:13]1([CH3:15])[C:12]([CH3:17])([CH3:18])[O:11][B:10]([C:25]2[CH:46]=[CH:45][C:28]([O:29][CH2:30][CH2:31][CH:32]3[CH2:33][CH2:34][N:35]([C:38]([O:40][C:41]([CH3:44])([CH3:43])[CH3:42])=[O:39])[CH2:36][CH2:37]3)=[C:27]([C:47]([F:48])([F:49])[F:50])[CH:26]=2)[O:14]1, predict the reactants needed to synthesize it. The reactants are: [B:10]1([B:10]2[O:14][C:13]([CH3:16])([CH3:15])[C:12]([CH3:18])([CH3:17])[O:11]2)[O:14][C:13]([CH3:16])([CH3:15])[C:12]([CH3:18])([CH3:17])[O:11]1.C([O-])(=O)C.[K+].Br[C:25]1[CH:46]=[CH:45][C:28]([O:29][CH2:30][CH2:31][CH:32]2[CH2:37][CH2:36][N:35]([C:38]([O:40][C:41]([CH3:44])([CH3:43])[CH3:42])=[O:39])[CH2:34][CH2:33]2)=[C:27]([C:47]([F:50])([F:49])[F:48])[CH:26]=1. (5) Given the product [F:40][C:34]1[C:35]([F:39])=[CH:36][CH:37]=[CH:38][C:33]=1[CH2:32][S:31][C:29]1[N:30]=[C:25]([NH:17][S:14]([N:11]2[CH2:12][CH2:13][N:8]([C:6]([O:5][C:2]([CH3:1])([CH3:3])[CH3:4])=[O:7])[CH2:9][CH2:10]2)(=[O:16])=[O:15])[CH:26]=[C:27]([O:41][CH2:42][CH2:43][CH2:44][OH:45])[N:28]=1, predict the reactants needed to synthesize it. The reactants are: [CH3:1][C:2]([O:5][C:6]([N:8]1[CH2:13][CH2:12][N:11]([S:14]([NH2:17])(=[O:16])=[O:15])[CH2:10][CH2:9]1)=[O:7])([CH3:4])[CH3:3].C(=O)([O-])[O-].[Cs+].[Cs+].Cl[C:25]1[N:30]=[C:29]([S:31][CH2:32][C:33]2[CH:38]=[CH:37][CH:36]=[C:35]([F:39])[C:34]=2[F:40])[N:28]=[C:27]([O:41][CH2:42][CH2:43][CH2:44][OH:45])[CH:26]=1. (6) Given the product [F:1][C:2]1[CH:3]=[C:4]([CH:16]=[CH:17][CH:18]=1)[O:5][C:6]1[CH:15]=[CH:14][C:9]([C:10]([OH:12])=[O:11])=[CH:8][CH:7]=1, predict the reactants needed to synthesize it. The reactants are: [F:1][C:2]1[CH:3]=[C:4]([CH:16]=[CH:17][CH:18]=1)[O:5][C:6]1[CH:15]=[CH:14][C:9]([C:10]([O:12]C)=[O:11])=[CH:8][CH:7]=1.[OH-].[Na+]. (7) Given the product [CH3:1][O:2][C:3]([C:5]1[CH:10]=[C:9]([N:13]2[CH2:18][CH2:17][CH2:16][CH2:15][CH2:14]2)[N:8]=[C:7]([Cl:12])[N:6]=1)=[O:4], predict the reactants needed to synthesize it. The reactants are: [CH3:1][O:2][C:3]([C:5]1[CH:10]=[C:9](Cl)[N:8]=[C:7]([Cl:12])[N:6]=1)=[O:4].[NH:13]1[CH2:18][CH2:17][CH2:16][CH2:15][CH2:14]1. (8) Given the product [CH3:1][N:2]1[CH:6]=[CH:5][C:4]([C:7]2[C:11]3[CH:12]=[N:13][C:14]([NH:16][C:17]([NH:19][C@@H:20]([C:22]4[CH:27]=[CH:26][CH:25]=[CH:24][CH:23]=4)[CH3:21])=[O:18])=[CH:15][C:10]=3[NH:9][N:8]=2)=[N:3]1, predict the reactants needed to synthesize it. The reactants are: [CH3:1][N:2]1[CH:6]=[CH:5][C:4]([C:7]2[C:11]3[CH:12]=[N:13][C:14]([NH:16][C:17]([NH:19][C@@H:20]([C:22]4[CH:27]=[CH:26][CH:25]=[CH:24][CH:23]=4)[CH3:21])=[O:18])=[CH:15][C:10]=3[N:9](C(C3C=CC=CC=3)(C3C=CC=CC=3)C3C=CC=CC=3)[N:8]=2)=[N:3]1.C(O)(C(F)(F)F)=O.C([SiH](CC)CC)C. (9) Given the product [CH:1]1([N:6]2[C:15]3[N:14]=[C:13]([N:16]4[CH:20]=[CH:19][C:18]([C:21]([NH2:32])=[O:22])=[N:17]4)[N:12]=[CH:11][C:10]=3[N:9]([CH3:24])[C:8](=[O:25])[C@H:7]2[CH2:26][CH3:27])[CH2:2][CH2:3][CH2:4][CH2:5]1, predict the reactants needed to synthesize it. The reactants are: [CH:1]1([N:6]2[C:15]3[N:14]=[C:13]([N:16]4[CH:20]=[CH:19][C:18]([C:21](O)=[O:22])=[N:17]4)[N:12]=[CH:11][C:10]=3[N:9]([CH3:24])[C:8](=[O:25])[C@H:7]2[CH2:26][CH3:27])[CH2:5][CH2:4][CH2:3][CH2:2]1.C([O-])(=O)C.[NH4+:32]. (10) Given the product [OH:1][C:2]1[C:10]([I:11])=[CH:9][C:5]([C:6]([Cl:15])=[O:7])=[CH:4][C:3]=1[I:12], predict the reactants needed to synthesize it. The reactants are: [OH:1][C:2]1[C:10]([I:11])=[CH:9][C:5]([C:6](O)=[O:7])=[CH:4][C:3]=1[I:12].S(Cl)([Cl:15])=O.